Predict which catalyst facilitates the given reaction. From a dataset of Catalyst prediction with 721,799 reactions and 888 catalyst types from USPTO. (1) Reactant: [SH:1][C:2]1[CH:3]=[C:4]([CH:9]=[CH:10][CH:11]=1)[C:5]([O:7][CH3:8])=[O:6].[Br:12][C:13]1[C:26]2[C:17](=[N:18][C:19]3[C:24]([C:25]=2Cl)=[CH:23][CH:22]=[CH:21][CH:20]=3)[CH:16]=[CH:15][CH:14]=1.[H-].[Na+]. Product: [Br:12][C:13]1[C:26]2[C:17](=[N:18][C:19]3[C:24]([C:25]=2[S:1][C:2]2[CH:3]=[C:4]([CH:9]=[CH:10][CH:11]=2)[C:5]([O:7][CH3:8])=[O:6])=[CH:23][CH:22]=[CH:21][CH:20]=3)[CH:16]=[CH:15][CH:14]=1. The catalyst class is: 3. (2) Reactant: [NH:1]([C:30]([O:32][CH2:33][CH:34]1[C:46]2[C:41](=[CH:42][CH:43]=[CH:44][CH:45]=2)[C:40]2[C:35]1=[CH:36][CH:37]=[CH:38][CH:39]=2)=[O:31])[C@H:2]([C:27](O)=[O:28])[CH2:3][CH2:4][CH2:5][NH:6][C:7](=[NH:26])[NH:8][S:9]([C:12]1[C:24]([CH3:25])=[C:23]2[C:17]([O:18][C:19]([CH2:22]2)([CH3:21])[CH3:20])=[C:15]([CH3:16])[C:13]=1[CH3:14])(=[O:11])=[O:10].CCN(C(C)C)C(C)C.CN(C(ON1N=NC2C=CC=NC1=2)=[N+](C)C)C.F[P-](F)(F)(F)(F)F.[C:80]([O:84][C:85]([N:87]1[CH2:92][CH2:91][NH:90][CH2:89][CH2:88]1)=[O:86])([CH3:83])([CH3:82])[CH3:81]. Product: [C:80]([O:84][C:85]([N:87]1[CH2:92][CH2:91][N:90]([C:27](=[O:28])[C@@H:2]([NH:1][C:30]([O:32][CH2:33][CH:34]2[C:46]3[CH:45]=[CH:44][CH:43]=[CH:42][C:41]=3[C:40]3[C:35]2=[CH:36][CH:37]=[CH:38][CH:39]=3)=[O:31])[CH2:3][CH2:4][CH2:5][NH:6]/[C:7](/[NH2:26])=[N:8]/[S:9]([C:12]2[C:13]([CH3:14])=[C:15]([CH3:16])[C:17]3[O:18][C:19]([CH3:21])([CH3:20])[CH2:22][C:23]=3[C:24]=2[CH3:25])(=[O:10])=[O:11])[CH2:89][CH2:88]1)=[O:86])([CH3:83])([CH3:81])[CH3:82]. The catalyst class is: 3. (3) Reactant: [OH:1][N:2]=[C:3](Cl)[C:4]1[CH:15]=[CH:14][C:7]2[B:8]([OH:13])[O:9][C:10]([CH3:12])([CH3:11])[C:6]=2[CH:5]=1.[Cl:17][C:18]1[CH:23]=[C:22]([C:24]([C:26]([F:29])([F:28])[F:27])=[CH2:25])[C:21]([Cl:30])=[C:20]([Cl:31])[C:19]=1[Cl:32]. Product: [CH3:11][C:10]1([CH3:12])[O:9][B:8]([OH:13])[C:7]2[CH:14]=[CH:15][C:4]([C:3]3[CH2:25][C:24]([C:22]4[CH:23]=[C:18]([Cl:17])[C:19]([Cl:32])=[C:20]([Cl:31])[C:21]=4[Cl:30])([C:26]([F:28])([F:27])[F:29])[O:1][N:2]=3)=[CH:5][C:6]1=2. The catalyst class is: 3. (4) Reactant: [NH2:1][CH2:2][CH2:3][CH2:4][O:5][C:6]1[CH:45]=[CH:44][C:9]([CH2:10][C@H:11]([NH:32][C:33](=[O:43])[O:34][C@@H:35]2[C@H:42]3[C@H:38]([O:39][CH2:40][CH2:41]3)[O:37][CH2:36]2)[C@H:12]([OH:31])[CH2:13][N:14]([S:19]([C:22]2[CH:30]=[CH:29][C:25]3[O:26][CH2:27][O:28][C:24]=3[CH:23]=2)(=[O:21])=[O:20])[CH2:15][CH:16]([CH3:18])[CH3:17])=[CH:8][CH:7]=1.Cl[C:47]1[CH:52]=[CH:51][C:50]([C:53]#[N:54])=[CH:49][N:48]=1.C(N(CC)C(C)C)(C)C. Product: [O:26]1[C:25]2[CH:29]=[CH:30][C:22]([S:19]([N:14]([CH2:15][CH:16]([CH3:17])[CH3:18])[CH2:13][C@@H:12]([OH:31])[C@@H:11]([NH:32][C:33](=[O:43])[O:34][C@@H:35]3[C@H:42]4[C@H:38]([O:39][CH2:40][CH2:41]4)[O:37][CH2:36]3)[CH2:10][C:9]3[CH:44]=[CH:45][C:6]([O:5][CH2:4][CH2:3][CH2:2][NH:1][C:47]4[CH:52]=[CH:51][C:50]([C:53]#[N:54])=[CH:49][N:48]=4)=[CH:7][CH:8]=3)(=[O:21])=[O:20])=[CH:23][C:24]=2[O:28][CH2:27]1. The catalyst class is: 3. (5) Reactant: [CH3:1][NH2:2].[Br:3][C:4]1[CH:9]=[CH:8][C:7]([O:10][CH3:11])=[CH:6][C:5]=1[CH2:12]Br.[C:14](O[C:14]([O:16][C:17]([CH3:20])([CH3:19])[CH3:18])=[O:15])([O:16][C:17]([CH3:20])([CH3:19])[CH3:18])=[O:15]. Product: [C:17]([O:16][C:14]([N:2]([CH2:12][C:5]1[CH:6]=[C:7]([O:10][CH3:11])[CH:8]=[CH:9][C:4]=1[Br:3])[CH3:1])=[O:15])([CH3:20])([CH3:19])[CH3:18]. The catalyst class is: 1. (6) Reactant: N#N.[CH3:3][C:4](=[CH:8][C:9]1[CH:14]=[CH:13][CH:12]=[CH:11][CH:10]=1)[C:5](O)=[O:6].CC[N:17](CC)CC.ClC(OCC)=O.N. Product: [CH3:3]/[C:4](=[CH:8]\[C:9]1[CH:14]=[CH:13][CH:12]=[CH:11][CH:10]=1)/[C:5]([NH2:17])=[O:6]. The catalyst class is: 1. (7) Reactant: C([O:3][C:4](=[O:22])[CH2:5][CH:6]([C:13]1[CH:14]=[C:15]2[C:19](=[CH:20][CH:21]=1)[NH:18][CH:17]=[CH:16]2)[C:7]1[CH:12]=[CH:11][CH:10]=[CH:9][CH:8]=1)C.O.[OH-].[K+]. Product: [NH:18]1[C:19]2[C:15](=[CH:14][C:13]([CH:6]([C:7]3[CH:8]=[CH:9][CH:10]=[CH:11][CH:12]=3)[CH2:5][C:4]([OH:22])=[O:3])=[CH:21][CH:20]=2)[CH:16]=[CH:17]1. The catalyst class is: 8.